Dataset: Full USPTO retrosynthesis dataset with 1.9M reactions from patents (1976-2016). Task: Predict the reactants needed to synthesize the given product. (1) The reactants are: NC[C:3]1[CH:17]=[CH:16][C:6]([C:7]([NH:9]C2C=NC=CC=2)=[O:8])=[CH:5][CH:4]=1.S1C=CC(S(Cl)(=O)=O)=C1. Given the product [C:7]([NH2:9])(=[O:8])[C:6]1[CH:16]=[CH:17][CH:3]=[CH:4][CH:5]=1, predict the reactants needed to synthesize it. (2) Given the product [C:1]([O:5][C:6](=[O:28])[NH:7][C@H:8]1[CH2:12][CH2:11][N:10]([C:13]2[CH:14]=[CH:15][C:16]([OH:19])=[CH:17][CH:18]=2)[C:9]1=[O:27])([CH3:4])([CH3:2])[CH3:3], predict the reactants needed to synthesize it. The reactants are: [C:1]([O:5][C:6](=[O:28])[NH:7][C@H:8]1[CH2:12][CH2:11][N:10]([C:13]2[CH:18]=[CH:17][C:16]([O:19]CC3C=CC=CC=3)=[CH:15][CH:14]=2)[C:9]1=[O:27])([CH3:4])([CH3:3])[CH3:2]. (3) Given the product [OH:1][C:2]([C:36]1[S:37][CH:38]=[CH:39][CH:40]=1)([C:41]1[S:42][CH:43]=[CH:44][CH:45]=1)[C:3]([O:5][C@H:6]1[CH2:7][CH2:8][C@H:9]([N:12]([CH2:13][CH2:14][CH2:15][C:16]2[O:20][N:19]=[C:18]([C:21]3[CH:26]=[CH:25][C:24]([CH2:27][OH:28])=[CH:23][CH:22]=3)[N:17]=2)[CH3:35])[CH2:10][CH2:11]1)=[O:4], predict the reactants needed to synthesize it. The reactants are: [OH:1][C:2]([C:41]1[S:42][CH:43]=[CH:44][CH:45]=1)([C:36]1[S:37][CH:38]=[CH:39][CH:40]=1)[C:3]([O:5][C@H:6]1[CH2:11][CH2:10][C@H:9]([N:12]([CH3:35])[CH2:13][CH2:14][CH2:15][C:16]2[O:20][N:19]=[C:18]([C:21]3[CH:26]=[CH:25][C:24]([CH2:27][O:28]C4CCCCO4)=[CH:23][CH:22]=3)[N:17]=2)[CH2:8][CH2:7]1)=[O:4].Cl.C(=O)(O)[O-]. (4) The reactants are: Cl[C:2]1[N:3]=[C:4]([O:29][CH:30]2[CH2:34][CH2:33][CH2:32][CH2:31]2)[C:5]2[C:10]([C:11]3[CH:20]=[CH:19][C:14]4[N:15]=[C:16]([CH3:18])[O:17][C:13]=4[CH:12]=3)=[CH:9][N:8]([CH2:21][O:22][CH2:23][CH2:24][Si:25]([CH3:28])([CH3:27])[CH3:26])[C:6]=2[N:7]=1.[NH2:35][C:36]1[CH:48]=[CH:47][C:39]([C:40]([NH:42][CH:43]2[CH2:46][O:45][CH2:44]2)=[O:41])=[CH:38][C:37]=1[O:49][CH3:50].C(=O)([O-])[O-].[Cs+].[Cs+].C1(P(C2C=CC=CC=2)C2C=CC3C(=CC=CC=3)C=2C2C3C(=CC=CC=3)C=CC=2P(C2C=CC=CC=2)C2C=CC=CC=2)C=CC=CC=1. Given the product [CH:30]1([O:29][C:4]2[C:5]3[C:10]([C:11]4[CH:20]=[CH:19][C:14]5[N:15]=[C:16]([CH3:18])[O:17][C:13]=5[CH:12]=4)=[CH:9][N:8]([CH2:21][O:22][CH2:23][CH2:24][Si:25]([CH3:28])([CH3:27])[CH3:26])[C:6]=3[N:7]=[C:2]([NH:35][C:36]3[CH:48]=[CH:47][C:39]([C:40]([NH:42][CH:43]4[CH2:44][O:45][CH2:46]4)=[O:41])=[CH:38][C:37]=3[O:49][CH3:50])[N:3]=2)[CH2:34][CH2:33][CH2:32][CH2:31]1, predict the reactants needed to synthesize it.